From a dataset of Full USPTO retrosynthesis dataset with 1.9M reactions from patents (1976-2016). Predict the reactants needed to synthesize the given product. (1) The reactants are: C(O[C:4](=O)[NH:5][C:6]1[CH:11]=[C:10]([C:12]([F:15])([F:14])[F:13])[CH:9]=[CH:8][C:7]=1Br)C.C(N(CC)CC)C.[CH3:25][Si:26]([C:29]#C)([CH3:28])[CH3:27].O. Given the product [F:13][C:12]([F:15])([F:14])[C:10]1[CH:9]=[CH:8][CH:7]=[C:6]([NH:5][C:4]#[C:25][Si:26]([CH3:29])([CH3:28])[CH3:27])[CH:11]=1, predict the reactants needed to synthesize it. (2) Given the product [CH3:1][O:2][C:3]1[C:13]2[C:12]([C:14]3[CH:15]=[C:16]([CH:19]=[CH:20][CH:21]=3)[C:17]#[N:18])=[N:11][CH2:10][C:9](=[O:22])[N:8]([CH2:34][C:35]3[CH:36]=[CH:37][C:38]([C:41]([F:42])([F:43])[F:44])=[CH:39][CH:40]=3)[C:7]=2[CH:6]=[C:5]([O:23][CH3:24])[C:4]=1[C:25]1[CH:30]=[CH:29][CH:28]=[CH:27][CH:26]=1, predict the reactants needed to synthesize it. The reactants are: [CH3:1][O:2][C:3]1[C:13]2[C:12]([C:14]3[CH:15]=[C:16]([CH:19]=[CH:20][CH:21]=3)[C:17]#[N:18])=[N:11][CH2:10][C:9](=[O:22])[NH:8][C:7]=2[CH:6]=[C:5]([O:23][CH3:24])[C:4]=1[C:25]1[CH:30]=[CH:29][CH:28]=[CH:27][CH:26]=1.CI.Br[CH2:34][C:35]1[CH:40]=[CH:39][C:38]([C:41]([F:44])([F:43])[F:42])=[CH:37][CH:36]=1. (3) Given the product [N:18]1[CH:19]=[CH:20][CH:21]=[CH:22][C:17]=1[N:14]1[C:11]2[CH2:12][CH2:13][NH:8][CH2:9][C:10]=2[N:16]=[CH:15]1, predict the reactants needed to synthesize it. The reactants are: C([N:8]1[CH2:13][CH2:12][C:11]2[N:14]([C:17]3[CH:22]=[CH:21][CH:20]=[CH:19][N:18]=3)[CH:15]=[N:16][C:10]=2[CH2:9]1)C1C=CC=CC=1.ClC(OC(Cl)C)=O. (4) Given the product [C:22]([C:21]1[CH:20]=[C:19]([CH:18]=[CH:17][C:16]=1[O:49][CH:46]([CH3:48])[CH3:47])[C:41]([O:42][CH3:34])=[O:44])#[N:14], predict the reactants needed to synthesize it. The reactants are: BrCC(C1C=CC(C[C@H](NC(=O)OC(C)(C)C)C[N:14]2[C:22](=O)[C:21]3[C:16](=[CH:17][CH:18]=[CH:19][CH:20]=3)C2=O)=CC=1)=O.Br[C:34]1C(N)=NC=CC=1.[C:41](=[O:44])(O)[O-:42].[Na+].[CH:46]([OH:49])([CH3:48])[CH3:47].